This data is from Reaction yield outcomes from USPTO patents with 853,638 reactions. The task is: Predict the reaction yield, written as a fraction of the theoretical maximum amount of product (1.0 means a 100% yield; for example, 0.34 means a 34% yield). (1) The catalyst is CN(C=O)C. The yield is 0.980. The product is [CH3:1][O:2][C:3]1[CH:4]=[C:5]2[C:10](=[CH:11][CH:12]=1)[C:9]([O:13][C:22]1[CH:29]=[CH:28][C:25]([CH:26]=[O:27])=[CH:24][CH:23]=1)=[C:8]([C:14]1[CH:15]=[CH:16][CH:17]=[CH:18][CH:19]=1)[C:7]([CH3:20])=[CH:6]2. The reactants are [CH3:1][O:2][C:3]1[CH:4]=[C:5]2[C:10](=[CH:11][CH:12]=1)[C:9]([OH:13])=[C:8]([C:14]1[CH:19]=[CH:18][CH:17]=[CH:16][CH:15]=1)[C:7]([CH3:20])=[CH:6]2.F[C:22]1[CH:29]=[CH:28][C:25]([CH:26]=[O:27])=[CH:24][CH:23]=1.C([O-])([O-])=O.[Cs+].[Cs+]. (2) The reactants are [Cl:1][C:2]1[CH:3]=[C:4]([C:9]2([C:21]([F:24])([F:23])[F:22])[O:13][N:12]=[C:11]([C:14]3[CH:20]=[CH:19][C:17]([NH2:18])=[CH:16][CH:15]=3)[CH2:10]2)[CH:5]=[C:6]([Cl:8])[CH:7]=1.C(N(CC)CC)C.[F:32][C:33]([F:44])([F:43])[C:34](O[C:34](=[O:35])[C:33]([F:44])([F:43])[F:32])=[O:35]. The catalyst is ClCCl. The product is [Cl:1][C:2]1[CH:3]=[C:4]([C:9]2([C:21]([F:22])([F:24])[F:23])[O:13][N:12]=[C:11]([C:14]3[CH:15]=[CH:16][C:17]([NH:18][C:34](=[O:35])[C:33]([F:44])([F:43])[F:32])=[CH:19][CH:20]=3)[CH2:10]2)[CH:5]=[C:6]([Cl:8])[CH:7]=1. The yield is 0.990. (3) The reactants are Cl[C:2]1[CH:7]=[C:6]([CH2:8][CH3:9])[N:5]=[C:4]([C:10]2[CH:15]=[CH:14][CH:13]=[C:12]([Cl:16])[CH:11]=2)[N:3]=1.[Cl:17][C:18]1[CH:19]=[N:20][N:21]([CH2:23][C:24]2[CH:29]=[CH:28][C:27]([CH2:30]B3OC(C)(C)C(C)(C)O3)=[CH:26][CH:25]=2)[CH:22]=1.C([O-])([O-])=O.[Na+].[Na+]. The catalyst is O1CCOCC1.O.C1C=CC(P(C2C=CC=CC=2)[C-]2C=CC=C2)=CC=1.C1C=CC(P(C2C=CC=CC=2)[C-]2C=CC=C2)=CC=1.Cl[Pd]Cl.[Fe+2]. The product is [Cl:17][C:18]1[CH:19]=[N:20][N:21]([CH2:23][C:24]2[CH:29]=[CH:28][C:27]([CH2:30][C:2]3[CH:7]=[C:6]([CH2:8][CH3:9])[N:5]=[C:4]([C:10]4[CH:15]=[CH:14][CH:13]=[C:12]([Cl:16])[CH:11]=4)[N:3]=3)=[CH:26][CH:25]=2)[CH:22]=1. The yield is 0.430. (4) The reactants are C(C([CH:19]([CH:21]([CH2:23][CH2:24][CH2:25][CH2:26][CH2:27][CH2:28][CH2:29][CH2:30][CH2:31][CH2:32][CH2:33][CH2:34][CH2:35][CH2:36][CH2:37][CH3:38])[OH:22])[OH:20])O)CCCCCCCCCCCCCCC.[C:39]([Br:43])(Br)(Br)Br.[C:57]1(P([C:57]2[CH:62]=[CH:61][CH:60]=[CH:59][CH:58]=2)[C:57]2[CH:62]=[CH:61][CH:60]=[CH:59][CH:58]=2)[CH:62]=[CH:61][CH:60]=[CH:59][CH:58]=1. The catalyst is C1(C)C=CC=CC=1. The product is [CH2:23]([CH:21]([OH:22])[CH:19]([O:20][CH2:19][CH2:21][CH2:23][CH2:24][CH2:25][CH2:26][CH2:27][CH2:28][CH2:29][CH2:30][CH2:58][CH2:59][CH2:60][CH2:61][CH2:62][CH3:57])[CH2:39][Br:43])[CH2:24][CH2:25][CH2:26][CH2:27][CH2:28][CH2:29][CH2:30][CH2:31][CH2:32][CH2:33][CH2:34][CH2:35][CH2:36][CH2:37][CH3:38]. The yield is 1.00. (5) The reactants are [CH3:1]C([O-])(C)C.[K+].[Br:7][C:8]1[CH:13]=[CH:12][CH:11]=[CH:10][C:9]=1[C:14](=O)[CH3:15]. The catalyst is [Br-].C[P+](C1C=CC=CC=1)(C1C=CC=CC=1)C1C=CC=CC=1.C1COCC1. The product is [Br:7][C:8]1[CH:13]=[CH:12][CH:11]=[CH:10][C:9]=1[C:14]([CH3:15])=[CH2:1]. The yield is 0.880.